This data is from Forward reaction prediction with 1.9M reactions from USPTO patents (1976-2016). The task is: Predict the product of the given reaction. (1) Given the reactants [F:1][C:2]1[CH:7]=[C:6]([F:8])[CH:5]=[CH:4][C:3]=1[C@:9]([OH:24])([C@H:16]([S:18][CH:19]([CH2:22][OH:23])[CH2:20][OH:21])[CH3:17])[CH2:10][N:11]1[CH:15]=[N:14][CH:13]=[N:12]1.[F:25][C:26]([F:42])([F:41])[C:27]1[CH:32]=[CH:31][C:30](/[CH:33]=[CH:34]/[CH:35]=[CH:36]/[CH:37]=[CH:38]/[CH:39]=O)=[CH:29][CH:28]=1, predict the reaction product. The product is: [F:1][C:2]1[CH:7]=[C:6]([F:8])[CH:5]=[CH:4][C:3]=1[C@:9]([OH:24])([C@H:16]([S:18][C@@H:19]1[CH2:20][O:21][C@@H:39](/[CH:38]=[CH:37]/[CH:36]=[CH:35]/[CH:34]=[CH:33]/[C:30]2[CH:29]=[CH:28][C:27]([C:26]([F:25])([F:41])[F:42])=[CH:32][CH:31]=2)[O:23][CH2:22]1)[CH3:17])[CH2:10][N:11]1[CH:15]=[N:14][CH:13]=[N:12]1. (2) Given the reactants [CH:1]1([N:7]([CH:18]2[CH2:23][CH2:22][CH2:21][CH2:20][CH2:19]2)[C:8]([NH:10][C:11]2[S:12][C:13]([CH:16]=O)=[CH:14][N:15]=2)=[O:9])[CH2:6][CH2:5][CH2:4][CH2:3][CH2:2]1.Cl.[CH3:25][N:26]([CH3:36])[S:27]([N:30]1[CH2:35][CH2:34][NH:33][CH2:32][CH2:31]1)(=[O:29])=[O:28].C(O[BH-](OC(=O)C)OC(=O)C)(=O)C.[Na+], predict the reaction product. The product is: [CH3:25][N:26]([CH3:36])[S:27]([N:30]1[CH2:35][CH2:34][N:33]([CH2:16][C:13]2[S:12][C:11]([NH:10][C:8]([N:7]([CH:18]3[CH2:23][CH2:22][CH2:21][CH2:20][CH2:19]3)[CH:1]3[CH2:6][CH2:5][CH2:4][CH2:3][CH2:2]3)=[O:9])=[N:15][CH:14]=2)[CH2:32][CH2:31]1)(=[O:28])=[O:29]. (3) Given the reactants Cl[C:2]1[C:7]([C:8]#[N:9])=[CH:6][N:5]=[C:4]2[S:10][C:11]([C:13]3[CH:18]=[CH:17][CH:16]=[CH:15][CH:14]=3)=[CH:12][C:3]=12.[NH2:19][C:20]1[CH:28]=[CH:27][CH:26]=[C:25]2[C:21]=1[CH:22]=[CH:23][NH:24]2.C1(P(C2CCCCC2)C2C=CC=CC=2C2C=CC=CC=2N(C)C)CCCCC1.P([O-])([O-])([O-])=O.[K+].[K+].[K+], predict the reaction product. The product is: [NH:24]1[C:25]2[C:21](=[C:20]([NH:19][C:2]3[C:7]([C:8]#[N:9])=[CH:6][N:5]=[C:4]4[S:10][C:11]([C:13]5[CH:18]=[CH:17][CH:16]=[CH:15][CH:14]=5)=[CH:12][C:3]=34)[CH:28]=[CH:27][CH:26]=2)[CH:22]=[CH:23]1. (4) The product is: [OH:26][C:19]1[C:3]([C:4]#[N:5])=[C:2]([C:6]2[CH:11]=[CH:10][C:9]([O:12][C:13]3[CH:18]=[CH:17][CH:16]=[CH:15][CH:14]=3)=[CH:8][CH:7]=2)[NH:1][C:21](=[O:22])[CH:20]=1. Given the reactants [NH2:1][C:2]([C:6]1[CH:11]=[CH:10][C:9]([O:12][C:13]2[CH:18]=[CH:17][CH:16]=[CH:15][CH:14]=2)=[CH:8][CH:7]=1)=[CH:3][C:4]#[N:5].[C:19](OCC)(=[O:26])[CH2:20][C:21](OCC)=[O:22], predict the reaction product.